From a dataset of Reaction yield outcomes from USPTO patents with 853,638 reactions. Predict the reaction yield, written as a fraction of the theoretical maximum amount of product (1.0 means a 100% yield; for example, 0.34 means a 34% yield). (1) The reactants are [CH3:1][NH:2][C:3](=[O:14])[C:4]1[CH:9]=[CH:8][C:7]([N+:10]([O-])=O)=[CH:6][C:5]=1[F:13]. The product is [CH3:1][NH:2][C:3](=[O:14])[C:4]1[CH:9]=[CH:8][C:7]([NH2:10])=[CH:6][C:5]=1[F:13]. The yield is 0.920. The catalyst is C(OCC)(=O)C.C(O)(=O)C.[Fe]. (2) The reactants are Cl[C:2]1[N:7]=[C:6](Cl)[C:5]([F:9])=[CH:4][N:3]=1.[N+:10]([C:13]1[CH:14]=[C:15]([CH:17]=[CH:18][CH:19]=1)[NH2:16])([O-:12])=[O:11]. The catalyst is CO.O. The product is [N+:10]([C:13]1[CH:14]=[C:15]([NH:16][C:2]2[N:7]=[C:6]([NH:16][C:15]3[CH:17]=[CH:18][CH:19]=[C:13]([N+:10]([O-:12])=[O:11])[CH:14]=3)[C:5]([F:9])=[CH:4][N:3]=2)[CH:17]=[CH:18][CH:19]=1)([O-:12])=[O:11]. The yield is 0.760. (3) The reactants are [NH2:1][C:2]1[C:3]([C:9]([O:11][CH3:12])=[O:10])=[N:4][CH:5]=[C:6]([F:8])[CH:7]=1.C1C(=O)N([Br:20])C(=O)C1. The catalyst is C(#N)C. The product is [NH2:1][C:2]1[C:3]([C:9]([O:11][CH3:12])=[O:10])=[N:4][C:5]([Br:20])=[C:6]([F:8])[CH:7]=1. The yield is 0.910. (4) The reactants are C1(P(N=[N+]=[N-])(C2C=CC=CC=2)=[O:8])C=CC=CC=1.[Br:18][C:19]1[N:27]=[CH:26][CH:25]=[CH:24][C:20]=1C(O)=O.C([N:30]([CH2:33]C)CC)C.[C:35]([OH:39])([CH3:38])([CH3:37])[CH3:36]. No catalyst specified. The product is [C:35]([O:39][C:33](=[O:8])[NH:30][C:20]1[C:19]([Br:18])=[N:27][CH:26]=[CH:25][CH:24]=1)([CH3:38])([CH3:37])[CH3:36]. The yield is 0.760.